Dataset: Full USPTO retrosynthesis dataset with 1.9M reactions from patents (1976-2016). Task: Predict the reactants needed to synthesize the given product. (1) Given the product [CH2:41]([C:31]1[CH:30]=[C:29]([NH:28][C:27]([NH:19][CH2:18][CH:12]2[C:13]([CH3:17])([CH3:16])[CH2:14][CH2:15][N:10]([CH2:9][CH2:8][C:5]3[CH:6]=[CH:7][C:2]([F:1])=[CH:3][CH:4]=3)[CH2:11]2)=[O:26])[CH:34]=[C:33]([C:35]2[N:39]([CH3:40])[N:38]=[N:37][N:36]=2)[CH:32]=1)[CH3:42], predict the reactants needed to synthesize it. The reactants are: [F:1][C:2]1[CH:7]=[CH:6][C:5]([CH2:8][CH2:9][N:10]2[CH2:15][CH2:14][C:13]([CH3:17])([CH3:16])[CH:12]([CH2:18][NH2:19])[CH2:11]2)=[CH:4][CH:3]=1.C1([O:26][C:27](=O)[NH:28][C:29]2[CH:34]=[C:33]([C:35]3[N:39]([CH3:40])[N:38]=[N:37][N:36]=3)[CH:32]=[C:31]([CH2:41][CH3:42])[CH:30]=2)C=CC=CC=1.C(N(CC)CC)C. (2) Given the product [F:26][C:2]([F:1])([F:25])[C:3]1[CH:24]=[CH:23][C:6]([CH2:7][O:8][N:9]=[C:10]([C:12]2[CH:13]=[CH:14][C:15]([O:18][CH2:19][C:20]#[N:22])=[N:16][CH:17]=2)[CH3:11])=[CH:5][CH:4]=1, predict the reactants needed to synthesize it. The reactants are: [F:1][C:2]([F:26])([F:25])[C:3]1[CH:24]=[CH:23][C:6]([CH2:7][O:8][N:9]=[C:10]([C:12]2[CH:13]=[CH:14][C:15]([O:18][CH2:19][C:20]([NH2:22])=O)=[N:16][CH:17]=2)[CH3:11])=[CH:5][CH:4]=1.C(Cl)(=O)C(Cl)=O.C(N(CC)CC)C.O.